Dataset: Peptide-MHC class I binding affinity with 185,985 pairs from IEDB/IMGT. Task: Regression. Given a peptide amino acid sequence and an MHC pseudo amino acid sequence, predict their binding affinity value. This is MHC class I binding data. (1) The peptide sequence is TFMIITSTK. The MHC is HLA-B35:01 with pseudo-sequence HLA-B35:01. The binding affinity (normalized) is 0.0862. (2) The peptide sequence is TTSDFFVNY. The MHC is HLA-A80:01 with pseudo-sequence HLA-A80:01. The binding affinity (normalized) is 0.644.